From a dataset of Forward reaction prediction with 1.9M reactions from USPTO patents (1976-2016). Predict the product of the given reaction. (1) Given the reactants [C:1]([O:5][C:6]([NH:8][CH:9]([C:15]([O:17][CH2:18][CH3:19])=[O:16])[C:10]([O:12][CH2:13][CH3:14])=[O:11])=[O:7])([CH3:4])([CH3:3])[CH3:2].C(=O)([O-])[O-].[K+].[K+].Br[CH2:27][C:28]([O:30][CH2:31][CH3:32])=[O:29].Cl, predict the reaction product. The product is: [C:1]([O:5][C:6]([NH:8][C:9]([C:10]([O:12][CH2:13][CH3:14])=[O:11])([CH2:27][C:28]([O:30][CH2:31][CH3:32])=[O:29])[C:15]([O:17][CH2:18][CH3:19])=[O:16])=[O:7])([CH3:4])([CH3:2])[CH3:3]. (2) Given the reactants [F:1][C:2]1([F:20])[CH2:19][CH2:18][C:5]2[C:6]([C:10]3[S:11][CH:12]=[C:13]([CH:15]([CH3:17])[CH3:16])[N:14]=3)=[C:7]([NH2:9])[S:8][C:4]=2[CH2:3]1.[CH:21]12[CH2:28][CH2:27][CH:24]([CH2:25][CH2:26]1)[C:23]1[C:29]([O:31][C:32](=[O:33])[C:22]2=1)=[O:30], predict the reaction product. The product is: [F:20][C:2]1([F:1])[CH2:3][C:4]2[S:8][C:7]([NH:9][C:32]([C:22]3[CH:21]4[CH2:28][CH2:27][CH:24]([CH2:25][CH2:26]4)[C:23]=3[C:29]([OH:31])=[O:30])=[O:33])=[C:6]([C:10]3[S:11][CH:12]=[C:13]([CH:15]([CH3:17])[CH3:16])[N:14]=3)[C:5]=2[CH2:18][CH2:19]1. (3) Given the reactants [C:1]([O:5][C:6]([N:8]1[CH2:13][CH2:12][N:11]([C:14]2[CH:15]=[C:16]([C:28]([O:30]C)=[O:29])[C:17]3[CH:18]=[N:19][N:20]([CH:23]4[CH2:27][CH2:26][CH2:25][CH2:24]4)[C:21]=3[CH:22]=2)[CH2:10][CH2:9]1)=[O:7])([CH3:4])([CH3:3])[CH3:2].[OH-].[Na+], predict the reaction product. The product is: [C:1]([O:5][C:6]([N:8]1[CH2:9][CH2:10][N:11]([C:14]2[CH:15]=[C:16]([C:28]([OH:30])=[O:29])[C:17]3[CH:18]=[N:19][N:20]([CH:23]4[CH2:24][CH2:25][CH2:26][CH2:27]4)[C:21]=3[CH:22]=2)[CH2:12][CH2:13]1)=[O:7])([CH3:4])([CH3:2])[CH3:3]. (4) Given the reactants [OH:1][C@@H:2]([C@@H:4]1[C@@H:7]([C@@H:8]([CH3:27])[C:9]([C:11]2[S:15][C:14]3=[C:16]([C:19]([C:21]4[CH:22]=[N:23][CH:24]=[CH:25][CH:26]=4)=[O:20])[N:17]=[CH:18][N:13]3[CH:12]=2)=O)[N:6]([C:28]([C:48]([O:50][CH2:51][C:52]2[CH:57]=[CH:56][C:55]([N+:58]([O-:60])=[O:59])=[CH:54][CH:53]=2)=[O:49])=P(C2C=CC=CC=2)(C2C=CC=CC=2)C2C=CC=CC=2)[C:5]1=[O:61])[CH3:3], predict the reaction product. The product is: [OH:1][C@@H:2]([C@H:4]1[C:5](=[O:61])[N:6]2[C:28]([C:48]([O:50][CH2:51][C:52]3[CH:53]=[CH:54][C:55]([N+:58]([O-:60])=[O:59])=[CH:56][CH:57]=3)=[O:49])=[C:9]([C:11]3[S:15][C:14]4=[C:16]([C:19]([C:21]5[CH:22]=[N:23][CH:24]=[CH:25][CH:26]=5)=[O:20])[N:17]=[CH:18][N:13]4[CH:12]=3)[C@H:8]([CH3:27])[C@H:7]12)[CH3:3]. (5) Given the reactants Cl[C:2]1[CH:12]=[CH:11][C:5]([C:6]([O:8][CH2:9][CH3:10])=[O:7])=[CH:4][C:3]=1[N+:13]([O-:15])=[O:14].C([O-])([O-])=O.[K+].[K+].[NH2:22][C:23]1[CH:28]=[CH:27][CH:26]=[CH:25][CH:24]=1, predict the reaction product. The product is: [N+:13]([C:3]1[CH:4]=[C:5]([CH:11]=[CH:12][C:2]=1[NH:22][C:23]1[CH:28]=[CH:27][CH:26]=[CH:25][CH:24]=1)[C:6]([O:8][CH2:9][CH3:10])=[O:7])([O-:15])=[O:14]. (6) Given the reactants CCN(CC)CC.[C:8]1([N:14]=[C:15]=[O:16])[CH:13]=[CH:12][CH:11]=[CH:10][CH:9]=1.[NH2:17][C:18]1[CH:23]=[CH:22][C:21]([C:24]2[N:25]=[C:26]3[C:32]4[CH:33]=[CH:34][CH:35]=[CH:36][C:31]=4[NH:30][C:29]4[N:37]=[CH:38][CH:39]=[CH:40][C:28]=4[N:27]3[C:41]=2[C:42]2[CH:47]=[CH:46][C:45]([C:48]3([NH:52][C:53](=[O:59])[O:54][C:55]([CH3:58])([CH3:57])[CH3:56])[CH2:51][CH2:50][CH2:49]3)=[CH:44][CH:43]=2)=[CH:20][CH:19]=1, predict the reaction product. The product is: [NH:14]([C:15]([NH:17][C:18]1[CH:19]=[CH:20][C:21]([C:24]2[N:25]=[C:26]3[C:32]4[CH:33]=[CH:34][CH:35]=[CH:36][C:31]=4[NH:30][C:29]4[N:37]=[CH:38][CH:39]=[CH:40][C:28]=4[N:27]3[C:41]=2[C:42]2[CH:47]=[CH:46][C:45]([C:48]3([NH:52][C:53](=[O:59])[O:54][C:55]([CH3:57])([CH3:56])[CH3:58])[CH2:49][CH2:50][CH2:51]3)=[CH:44][CH:43]=2)=[CH:22][CH:23]=1)=[O:16])[C:8]1[CH:13]=[CH:12][CH:11]=[CH:10][CH:9]=1. (7) Given the reactants [O:1]([C:13]1[CH:18]=[CH:17][CH:16]=[CH:15][C:14]=1[CH2:19][C:20]1[CH:25]=[CH:24][C:23]([C:26]([O:28]C)=[O:27])=[CH:22][CH:21]=1)[C@@H:2]1[O:10][C@H:9]([CH2:11][OH:12])[C@@H:7]([OH:8])[C@H:5]([OH:6])[C@H:3]1[OH:4].[OH-].[Na+], predict the reaction product. The product is: [O:1]([C:13]1[CH:18]=[CH:17][CH:16]=[CH:15][C:14]=1[CH2:19][C:20]1[CH:25]=[CH:24][C:23]([C:26]([OH:28])=[O:27])=[CH:22][CH:21]=1)[C@@H:2]1[O:10][C@H:9]([CH2:11][OH:12])[C@@H:7]([OH:8])[C@H:5]([OH:6])[C@H:3]1[OH:4].